From a dataset of Catalyst prediction with 721,799 reactions and 888 catalyst types from USPTO. Predict which catalyst facilitates the given reaction. (1) Reactant: [NH2:1][C:2]1[N:7]=[C:6](Cl)[CH:5]=[C:4]([CH3:9])[N:3]=1.[NH3:10].[I:11]Cl. Product: [NH2:1][C:2]1[N:7]=[C:6]([NH2:10])[C:5]([I:11])=[C:4]([CH3:9])[N:3]=1. The catalyst class is: 273. (2) Reactant: [Si:1]([O:18][CH:19]1[CH2:22][N:21]([C:23]2[S:24][CH:25]=[C:26]([C:28](OCC)=[O:29])[N:27]=2)[CH2:20]1)([C:14]([CH3:17])([CH3:16])[CH3:15])([C:8]1[CH:13]=[CH:12][CH:11]=[CH:10][CH:9]=1)[C:2]1[CH:7]=[CH:6][CH:5]=[CH:4][CH:3]=1.[CH3:33][N:34]1[CH2:39][CH2:38][NH:37][CH2:36][CH2:35]1.C[Al](C)C.C(O)(=O)C.C(OCC)(=O)C. Product: [Si:1]([O:18][CH:19]1[CH2:22][N:21]([C:23]2[S:24][CH:25]=[C:26]([C:28]([N:37]3[CH2:38][CH2:39][N:34]([CH3:33])[CH2:35][CH2:36]3)=[O:29])[N:27]=2)[CH2:20]1)([C:14]([CH3:15])([CH3:17])[CH3:16])([C:8]1[CH:13]=[CH:12][CH:11]=[CH:10][CH:9]=1)[C:2]1[CH:7]=[CH:6][CH:5]=[CH:4][CH:3]=1. The catalyst class is: 11. (3) Reactant: [Br:1][C:2]1[N:7]=[C:6]([CH3:8])[C:5]([OH:9])=[CH:4][CH:3]=1.CI.[C:12](=O)([O-])[O-].[K+].[K+]. Product: [Br:1][C:2]1[N:7]=[C:6]([CH3:8])[C:5]([O:9][CH3:12])=[CH:4][CH:3]=1. The catalyst class is: 10. (4) Reactant: FC(F)(F)C(O)=O.[O:8]1[CH2:13][CH2:12][CH2:11][C@H:10]([NH2:14])[CH2:9]1.[Cl:15][C:16]1[CH:24]=[C:23]2[C:19]([C:20]([C:26]3[N:27]=[C:28]4[C:34]([C:35](O)=[O:36])=[CH:33][N:32]([CH2:38][O:39][CH2:40][CH2:41][Si:42]([CH3:45])([CH3:44])[CH3:43])[C:29]4=[N:30][CH:31]=3)=[N:21][N:22]2[CH3:25])=[CH:18][CH:17]=1.F[B-](F)(F)F.N1(OC(N(C)C)=[N+](C)C)C2C=CC=CC=2N=N1.C(N(CC)C(C)C)(C)C. The catalyst class is: 647. Product: [O:8]1[CH2:13][CH2:12][CH2:11][C@H:10]([NH:14][C:35]([C:34]2[C:28]3[C:29](=[N:30][CH:31]=[C:26]([C:20]4[C:19]5[C:23](=[CH:24][C:16]([Cl:15])=[CH:17][CH:18]=5)[N:22]([CH3:25])[N:21]=4)[N:27]=3)[N:32]([CH2:38][O:39][CH2:40][CH2:41][Si:42]([CH3:45])([CH3:44])[CH3:43])[CH:33]=2)=[O:36])[CH2:9]1. (5) Reactant: C[O:2][C:3](=[O:36])[CH2:4][NH:5][C:6]([C:8]1([C:14]2[CH:19]=[CH:18][C:17]([CH2:20][CH2:21][CH2:22][NH:23][C@@H:24]([C:26]3[C:35]4[C:30](=[CH:31][CH:32]=[CH:33][CH:34]=4)[CH:29]=[CH:28][CH:27]=3)[CH3:25])=[CH:16][CH:15]=2)[CH2:13][CH2:12][O:11][CH2:10][CH2:9]1)=[O:7].[Li+].[OH-]. Product: [C:26]1([C@H:24]([NH:23][CH2:22][CH2:21][CH2:20][C:17]2[CH:18]=[CH:19][C:14]([C:8]3([C:6]([NH:5][CH2:4][C:3]([OH:36])=[O:2])=[O:7])[CH2:13][CH2:12][O:11][CH2:10][CH2:9]3)=[CH:15][CH:16]=2)[CH3:25])[C:35]2[C:30](=[CH:31][CH:32]=[CH:33][CH:34]=2)[CH:29]=[CH:28][CH:27]=1. The catalyst class is: 24. (6) Reactant: [F:1][C:2]1[CH:13]=[CH:12][CH:11]=[CH:10][C:3]=1[C:4](N(OC)C)=[O:5].[CH:14]([Mg]Br)=[CH2:15]. Product: [F:1][C:2]1[CH:13]=[CH:12][CH:11]=[CH:10][C:3]=1[C:4](=[O:5])[CH:14]=[CH2:15]. The catalyst class is: 1. (7) Reactant: [I:1]Cl.C[Si](C)(C)[C:5]1[CH:17]=[CH:16][C:15]2[C:14]3[C:9](=[CH:10][C:11]([C:18]4[CH:30]=[CH:29][C:28]5[C:27]6[C:22](=[CH:23][C:24]([C:31]7[CH:43]=[CH:42][C:41]8[C:40]9[C:35](=[CH:36][CH:37]=[CH:38][CH:39]=9)[C:34]([CH2:47][CH2:48][CH3:49])([CH2:44][CH2:45][CH3:46])[C:33]=8[CH:32]=7)=[CH:25][CH:26]=6)[C:21]([CH2:53][CH2:54][CH3:55])([CH2:50][CH2:51][CH3:52])[C:20]=5[CH:19]=4)=[CH:12][CH:13]=3)[C:8]([CH2:61][CH:62]([CH3:65])[CH2:63][CH3:64])([CH2:56][CH:57]([CH3:60])[CH2:58][CH3:59])[C:7]=2[CH:6]=1.C([O-])([O-])=O.[Na+].[Na+].C(Cl)Cl. Product: [I:1][C:5]1[CH:17]=[CH:16][C:15]2[C:14]3[C:9](=[CH:10][C:11]([C:18]4[CH:30]=[CH:29][C:28]5[C:27]6[C:22](=[CH:23][C:24]([C:31]7[CH:43]=[CH:42][C:41]8[C:40]9[C:35](=[CH:36][CH:37]=[CH:38][CH:39]=9)[C:34]([CH2:47][CH2:48][CH3:49])([CH2:44][CH2:45][CH3:46])[C:33]=8[CH:32]=7)=[CH:25][CH:26]=6)[C:21]([CH2:53][CH2:54][CH3:55])([CH2:50][CH2:51][CH3:52])[C:20]=5[CH:19]=4)=[CH:12][CH:13]=3)[C:8]([CH2:61][CH:62]([CH3:65])[CH2:63][CH3:64])([CH2:56][CH:57]([CH3:60])[CH2:58][CH3:59])[C:7]=2[CH:6]=1. The catalyst class is: 53. (8) Reactant: [Br:1][C:2]1[C:7](=[O:8])[N:6]([CH2:9][C:10]([O:12]CC)=[O:11])[N:5]=[CH:4][C:3]=1[NH2:15].[H-].[Na+].[C:18]12([C:28](Cl)=[O:29])[CH2:27][CH:22]3[CH2:23][CH:24]([CH2:26][CH:20]([CH2:21]3)[CH2:19]1)[CH2:25]2.O. Product: [Br:1][C:2]1[C:7](=[O:8])[N:6]([CH2:9][C:10]([OH:12])=[O:11])[N:5]=[CH:4][C:3]=1[NH:15][C:28]([C:18]12[CH2:27][CH:22]3[CH2:21][CH:20]([CH2:26][CH:24]([CH2:23]3)[CH2:25]1)[CH2:19]2)=[O:29]. The catalyst class is: 54. (9) Reactant: [CH3:1][O:2][CH2:3][O:4][CH:5]1[CH2:8][C:7]([C:13]2[S:14][CH:15]=[CH:16][CH:17]=2)([C:9]([NH:11][NH2:12])=O)[CH2:6]1.CO[C:20]1[CH2:21][CH2:22][CH2:23][CH2:24][CH2:25][CH2:26][N:27]=1. Product: [CH3:1][O:2][CH2:3][O:4][CH:5]1[CH2:8][C:7]([C:9]2[N:27]3[CH2:26][CH2:25][CH2:24][CH2:23][CH2:22][CH2:21][C:20]3=[N:12][N:11]=2)([C:13]2[S:14][CH:15]=[CH:16][CH:17]=2)[CH2:6]1. The catalyst class is: 11.